Dataset: Reaction yield outcomes from USPTO patents with 853,638 reactions. Task: Predict the reaction yield, written as a fraction of the theoretical maximum amount of product (1.0 means a 100% yield; for example, 0.34 means a 34% yield). (1) The reactants are CC(C)([O-])C.[K+].[Cl:7][C:8]1[CH:13]=[CH:12][C:11]([C:14]2[N:15]([CH2:20][C@H:21]([OH:26])[C:22]([F:25])([F:24])[F:23])[C:16](=[O:19])[NH:17][N:18]=2)=[CH:10][CH:9]=1.Br[CH2:28][C:29]([O:31][CH3:32])=[O:30]. The catalyst is C1COCC1.O. The product is [CH3:32][O:31][C:29](=[O:30])[CH2:28][N:17]1[C:16](=[O:19])[N:15]([CH2:20][C@H:21]([OH:26])[C:22]([F:24])([F:25])[F:23])[C:14]([C:11]2[CH:12]=[CH:13][C:8]([Cl:7])=[CH:9][CH:10]=2)=[N:18]1. The yield is 0.465. (2) The reactants are [CH2:1]([O:8][C:9]1[C:24]([O:25][CH3:26])=[CH:23][C:12]([CH2:13][C:14]2[C:22]3[C:17](=[N:18][CH:19]=[CH:20][CH:21]=3)[NH:16][CH:15]=2)=[C:11]([F:27])[CH:10]=1)[C:2]1[CH:7]=[CH:6][CH:5]=[CH:4][CH:3]=1.[H-].[Na+].[CH:30]([Si:33](Cl)([CH:37]([CH3:39])[CH3:38])[CH:34]([CH3:36])[CH3:35])([CH3:32])[CH3:31].O. The catalyst is CN(C)C=O. The product is [CH2:1]([O:8][C:9]1[C:24]([O:25][CH3:26])=[CH:23][C:12]([CH2:13][C:14]2[C:22]3[C:17](=[N:18][CH:19]=[CH:20][CH:21]=3)[N:16]([Si:33]([CH:37]([CH3:39])[CH3:38])([CH:34]([CH3:36])[CH3:35])[CH:30]([CH3:32])[CH3:31])[CH:15]=2)=[C:11]([F:27])[CH:10]=1)[C:2]1[CH:3]=[CH:4][CH:5]=[CH:6][CH:7]=1. The yield is 0.660. (3) The reactants are Br[C:2](=[CH:5][OH:6])[CH:3]=[O:4].O.C1(C)C=CC(S(O)(=O)=O)=CC=1.CC(O)C.Cl.[CH3:24][C:25]1([CH3:32])[CH2:30][NH:29][C:28](=[NH:31])[CH2:27][CH2:26]1.C[O-].[Na+].C(N(CC)CC)C. The catalyst is C1CCCCC1.CCO. The product is [CH3:24][C:25]1([CH3:32])[CH2:30][N:29]2[CH:3]=[C:2]([CH:5]=[O:6])[N:31]=[C:28]2[CH2:27][CH2:26]1.[CH3:24][C:25]1([CH3:32])[CH2:30][N:29]2[C:2]([CH:3]=[O:4])=[CH:5][N:31]=[C:28]2[CH2:27][CH2:26]1. The yield is 0.407. (4) The reactants are [CH3:1][O:2][C:3]1[CH:27]=[CH:26][C:6]([CH2:7][O:8][C:9]2[CH:14]=[CH:13][C:12]([S:15][C:16]3[CH:21]=[CH:20][C:19]([OH:22])=[CH:18][CH:17]=3)=[C:11]([N+:23]([O-])=O)[CH:10]=2)=[CH:5][CH:4]=1.[Cl-].[NH4+].O1CCCC1.O. The catalyst is CO.[Fe]. The product is [NH2:23][C:11]1[CH:10]=[C:9]([O:8][CH2:7][C:6]2[CH:5]=[CH:4][C:3]([O:2][CH3:1])=[CH:27][CH:26]=2)[CH:14]=[CH:13][C:12]=1[S:15][C:16]1[CH:17]=[CH:18][C:19]([OH:22])=[CH:20][CH:21]=1. The yield is 1.00. (5) The reactants are [NH2:1][CH2:2][CH:3]1[CH2:7][C:6]2[CH:8]=[C:9]([C:13]3[S:17][C:16]([C:18](=[O:20])[CH3:19])=[CH:15][CH:14]=3)[CH:10]=[C:11]([Cl:12])[C:5]=2[O:4]1.[CH3:21][CH2:22]N=C=NCCCN(C)C.[CH:32]1[CH:33]=[CH:34][C:35]2N(O)N=[N:38][C:36]=2[CH:37]=1.CC[N:44](C(C)C)C(C)C.CN([CH:54]=[O:55])C. The catalyst is C(Cl)Cl. The product is [C:18]([C:16]1[S:17][C:13]([C:9]2[CH:10]=[C:11]([Cl:12])[C:5]3[O:4][CH:3]([CH2:2][NH:1][C:54](=[O:55])/[CH:21]=[CH:22]/[C:35]4[C:36]([CH3:37])=[N:38][C:32]([NH2:44])=[CH:33][CH:34]=4)[CH2:7][C:6]=3[CH:8]=2)=[CH:14][CH:15]=1)(=[O:20])[CH3:19]. The yield is 0.260. (6) The reactants are CS(O[CH2:6][C:7]1[CH:11]=[C:10]([C:12]2[C:13]([C:42](=[O:46])[NH:43][CH2:44][CH3:45])=[N:14][O:15][C:16]=2[C:17]2[CH:22]=[C:21]([CH:23]([CH3:25])[CH3:24])[C:20]([O:26][CH2:27][C:28]3[CH:33]=[CH:32][CH:31]=[CH:30][CH:29]=3)=[CH:19][C:18]=2[O:34][CH2:35][C:36]2[CH:41]=[CH:40][CH:39]=[CH:38][CH:37]=2)[O:9][N:8]=1)(=O)=O.[CH2:47]([NH:49][CH2:50][CH3:51])[CH3:48]. No catalyst specified. The product is [CH2:35]([O:34][C:18]1[CH:19]=[C:20]([O:26][CH2:27][C:28]2[CH:33]=[CH:32][CH:31]=[CH:30][CH:29]=2)[C:21]([CH:23]([CH3:25])[CH3:24])=[CH:22][C:17]=1[C:16]1[O:15][N:14]=[C:13]([C:42]([NH:43][CH2:44][CH3:45])=[O:46])[C:12]=1[C:10]1[O:9][N:8]=[C:7]([CH2:6][N:49]([CH2:50][CH3:51])[CH2:47][CH3:48])[CH:11]=1)[C:36]1[CH:41]=[CH:40][CH:39]=[CH:38][CH:37]=1. The yield is 0.710.